This data is from Full USPTO retrosynthesis dataset with 1.9M reactions from patents (1976-2016). The task is: Predict the reactants needed to synthesize the given product. (1) Given the product [F:15][C:16]1[CH:17]=[CH:18][C:19]([N:22]2[C:30]3[CH2:29][CH2:28][CH2:27][N:26]([C:10](=[O:12])[CH2:9][C:4]4[CH:5]=[CH:6][CH:7]=[CH:8][C:3]=4[C:2]([F:1])([F:14])[F:13])[C:25]=3[CH:24]=[N:23]2)=[CH:20][CH:21]=1, predict the reactants needed to synthesize it. The reactants are: [F:1][C:2]([F:14])([F:13])[C:3]1[CH:8]=[CH:7][CH:6]=[CH:5][C:4]=1[CH2:9][C:10]([OH:12])=O.[F:15][C:16]1[CH:21]=[CH:20][C:19]([N:22]2[C:30]3[CH2:29][CH2:28][CH2:27][NH:26][C:25]=3[CH:24]=[N:23]2)=[CH:18][CH:17]=1. (2) The reactants are: Br[C:2]1[S:3][C:4]([C:10]2[N:14]=[CH:13][N:12]([CH:15]3[CH2:20][CH2:19][CH2:18][CH2:17][O:16]3)[N:11]=2)=[C:5]([Br:9])[C:6]=1[C:7]#[N:8].C[Sn](C)(C)[C:23]1[CH:28]=[CH:27][N:26]=[C:25]([NH:29][C:30](=[O:33])[O:31][CH3:32])[CH:24]=1.[Cl-].[Li+]. Given the product [Br:9][C:5]1[C:6]([C:7]#[N:8])=[C:2]([C:23]2[CH:28]=[CH:27][N:26]=[C:25]([NH:29][C:30](=[O:33])[O:31][CH3:32])[CH:24]=2)[S:3][C:4]=1[C:10]1[N:14]=[CH:13][N:12]([CH:15]2[CH2:20][CH2:19][CH2:18][CH2:17][O:16]2)[N:11]=1, predict the reactants needed to synthesize it. (3) Given the product [Cl:17][C:14]1[CH:15]=[C:16]2[C:11]([CH:10]=[C:9]([C:18]3[CH:23]=[C:22]([O:24][S:25]([N:28]4[CH2:32][CH2:31][CH2:30][CH2:29]4)(=[O:27])=[O:26])[CH:21]=[N:20][CH:19]=3)[NH:8]2)=[CH:12][CH:13]=1, predict the reactants needed to synthesize it. The reactants are: C(OC([N:8]1[C:16]2[C:11](=[CH:12][CH:13]=[C:14]([Cl:17])[CH:15]=2)[CH:10]=[C:9]1[C:18]1[CH:19]=[N:20][CH:21]=[C:22]([O:24][S:25]([N:28]2[CH2:32][CH2:31][CH2:30][CH2:29]2)(=[O:27])=[O:26])[CH:23]=1)=O)(C)(C)C.C(O)(C(F)(F)F)=O.C(=O)(O)[O-].[Na+]. (4) Given the product [CH2:61]([O:63][C:37]1[CH:36]=[C:35]2[C:40]([C:31]([CH3:29])=[CH:32][C:33]([CH3:57])([CH3:58])[O:34]2)=[CH:39][C:38]=1/[C:41](/[CH2:54][CH3:1])=[C:42](/[F:53])\[CH:43]=[CH:44]\[C:45](\[CH3:52])=[CH:46]\[C:47]([O:49][CH2:50][CH3:51])=[O:48])[CH3:62], predict the reactants needed to synthesize it. The reactants are: [CH2:1](C1C2C(=CC(OC)=C(/C(/C)=C(/F)\C=C\C(\C)=C\C(O)=O)C=2)OC(C)(C)C=1)C.[CH2:29]([C:31]1[C:40]2[C:35](=[CH:36][C:37](OC)=[C:38](/[C:41](/[CH3:54])=[C:42](/[F:53])\[CH:43]=[CH:44]\[C:45](\[CH3:52])=[CH:46]\[C:47]([O:49][CH2:50][CH3:51])=[O:48])[CH:39]=2)[O:34][C:33]([CH3:58])([CH3:57])[CH:32]=1)C.[OH-].[Na+].[CH2:61]([OH:63])[CH3:62]. (5) Given the product [Cl:9][C:10]1[N:15]=[N:14][C:13]([NH:16][N:17]=[CH:7][C:2]2[CH:3]=[CH:4][CH:5]=[CH:6][N:1]=2)=[CH:12][CH:11]=1, predict the reactants needed to synthesize it. The reactants are: [N:1]1[CH:6]=[CH:5][CH:4]=[CH:3][C:2]=1[CH:7]=O.[Cl:9][C:10]1[N:15]=[N:14][C:13]([NH:16][NH2:17])=[CH:12][CH:11]=1. (6) The reactants are: [O:1]=[C:2]([N:8]1[CH2:13][CH2:12][C:11](=O)[CH:10]([C:15]2[CH:20]=[CH:19][CH:18]=[CH:17][CH:16]=2)[CH2:9]1)[CH2:3][NH:4][C:5](=[O:7])[CH3:6].[C:21]1([C@@H:27]([NH2:29])[CH3:28])[CH:26]=[CH:25][CH:24]=[CH:23][CH:22]=1. Given the product [O:1]=[C:2]([N:8]1[CH2:13][CH2:12][C@H:11]([NH:29][C@H:27]([C:21]2[CH:26]=[CH:25][CH:24]=[CH:23][CH:22]=2)[CH3:28])[C@H:10]([C:15]2[CH:20]=[CH:19][CH:18]=[CH:17][CH:16]=2)[CH2:9]1)[CH2:3][NH:4][C:5](=[O:7])[CH3:6], predict the reactants needed to synthesize it. (7) Given the product [Br:37][C:36]1[C:31]2[O:30][C:29]3[C:24]([C:16]4[CH:17]=[CH:18][C:19]5[N:7]([C:1]6[CH:6]=[CH:5][CH:4]=[CH:3][CH:2]=6)[C:8]6[C:13]([C:14]=5[CH:15]=4)=[CH:12][CH:11]=[CH:10][CH:9]=6)=[CH:25][CH:26]=[CH:27][C:28]=3[C:32]=2[CH:33]=[CH:34][CH:35]=1, predict the reactants needed to synthesize it. The reactants are: [C:1]1([N:7]2[C:19]3[CH:18]=[CH:17][C:16](B(O)O)=[CH:15][C:14]=3[C:13]3[C:8]2=[CH:9][CH:10]=[CH:11][CH:12]=3)[CH:6]=[CH:5][CH:4]=[CH:3][CH:2]=1.Br[C:24]1[C:29]2[O:30][C:31]3[C:36]([Br:37])=[CH:35][CH:34]=[CH:33][C:32]=3[C:28]=2[CH:27]=[CH:26][CH:25]=1.C([O-])([O-])=O.[Na+].[Na+]. (8) Given the product [C:1]([O:5][C:6]([N:8]1[CH2:12][CH:11]([O:13][C:14]2[CH:15]=[C:16]([F:23])[CH:17]=[C:18]([NH2:20])[CH:19]=2)[CH2:10][CH:9]1[CH2:24][O:25][CH3:26])=[O:7])([CH3:4])([CH3:3])[CH3:2], predict the reactants needed to synthesize it. The reactants are: [C:1]([O:5][C:6]([N:8]1[CH2:12][CH:11]([O:13][C:14]2[CH:19]=[C:18]([N+:20]([O-])=O)[CH:17]=[C:16]([F:23])[CH:15]=2)[CH2:10][CH:9]1[CH2:24][O:25][CH3:26])=[O:7])([CH3:4])([CH3:3])[CH3:2].[H][H]. (9) Given the product [CH:14]1([C:17]2[N:18]=[CH:19][C:20]([C:23]3[CH:24]=[C:25]4[C:30](=[CH:31][CH:32]=3)[CH2:29][N:28]([S:10]([CH2:9][C@@:2]3([CH3:1])[NH:3][C:4](=[O:8])[NH:5][C:6]3=[O:7])(=[O:12])=[O:11])[CH2:27][CH2:26]4)=[CH:21][N:22]=2)[CH2:16][CH2:15]1, predict the reactants needed to synthesize it. The reactants are: [CH3:1][C@@:2]1([CH2:9][S:10](Cl)(=[O:12])=[O:11])[C:6](=[O:7])[NH:5][C:4](=[O:8])[NH:3]1.[CH:14]1([C:17]2[N:22]=[CH:21][C:20]([C:23]3[CH:24]=[C:25]4[C:30](=[CH:31][CH:32]=3)[CH2:29][NH:28][CH2:27][CH2:26]4)=[CH:19][N:18]=2)[CH2:16][CH2:15]1.CCN(C(C)C)C(C)C. (10) Given the product [C:1]([O:5][C:6](=[O:7])[NH:8][C@@H:9]([CH2:13][C:14]1[C:22]2[C:17](=[CH:18][CH:19]=[C:20]([O:23][C:24]3[C:29]([C:30]#[N:31])=[CH:28][CH:27]=[CH:26][N:25]=3)[CH:21]=2)[NH:16][CH:15]=1)[C:10]([N:36]1[CH2:37][C@@H:33]([F:32])[CH2:34][C@H:35]1[C:38](=[O:39])[NH2:40])=[O:12])([CH3:2])([CH3:3])[CH3:4], predict the reactants needed to synthesize it. The reactants are: [C:1]([O:5][C:6]([NH:8][CH:9]([CH2:13][C:14]1[C:22]2[C:17](=[CH:18][CH:19]=[C:20]([O:23][C:24]3[C:29]([C:30]#[N:31])=[CH:28][CH:27]=[CH:26][N:25]=3)[CH:21]=2)[NH:16][CH:15]=1)[C:10]([OH:12])=O)=[O:7])([CH3:4])([CH3:3])[CH3:2].[F:32][CH:33]1[CH2:37][NH:36][CH:35]([C:38]([NH2:40])=[O:39])[CH2:34]1.ON1C2C=CC=CC=2N=N1.C(N(CC)C(C)C)(C)C.C(N=C=NCCCN(C)C)C.